From a dataset of Full USPTO retrosynthesis dataset with 1.9M reactions from patents (1976-2016). Predict the reactants needed to synthesize the given product. (1) Given the product [NH2:9][C:3]1[CH:4]=[C:5]([F:8])[CH:6]=[CH:7][C:2]=1[N:1]1[C:23]([CH3:24])=[CH:22][S:19][C:17]1=[S:20], predict the reactants needed to synthesize it. The reactants are: [NH2:1][C:2]1[CH:7]=[CH:6][C:5]([F:8])=[CH:4][C:3]=1[NH2:9].CCN(CC)CC.[C:17](=[S:20])([S-:19])N.Cl[CH2:22][C:23](=O)[CH3:24]. (2) Given the product [C:11]1([C:21]2[NH:1][N:2]=[C:3]([C:5]3[CH:10]=[CH:9][CH:8]=[CH:7][N:6]=3)[N:4]=2)[C:20]2[C:15](=[CH:16][CH:17]=[CH:18][CH:19]=2)[CH:14]=[CH:13][CH:12]=1, predict the reactants needed to synthesize it. The reactants are: [NH2:1][NH:2][C:3]([C:5]1[CH:10]=[CH:9][CH:8]=[CH:7][N:6]=1)=[NH:4].[C:11]1([CH:21]=O)[C:20]2[C:15](=[CH:16][CH:17]=[CH:18][CH:19]=2)[CH:14]=[CH:13][CH:12]=1.S([O-])(O)=O.[Na+]. (3) Given the product [Cl:1][C:2]1[N:7]=[C:6]([NH:8][C:20](=[O:21])[C:19]([CH3:30])([CH3:29])[CH3:18])[C:5]([N+:9]([O-:11])=[O:10])=[CH:4][CH:3]=1, predict the reactants needed to synthesize it. The reactants are: [Cl:1][C:2]1[N:7]=[C:6]([NH2:8])[C:5]([N+:9]([O-:11])=[O:10])=[CH:4][CH:3]=1.S(=O)(=O)(O)O.O.[CH3:18][C:19]([CH3:30])([CH3:29])[C:20](O[C:20](=[O:21])[C:19]([CH3:30])([CH3:29])[CH3:18])=[O:21]. (4) Given the product [Br:1][C:2]1[CH:12]=[N:11][C:5]2[NH:6][CH2:7][CH2:8][N:9]([S:14]([CH3:13])(=[O:16])=[O:15])[CH2:10][C:4]=2[CH:3]=1, predict the reactants needed to synthesize it. The reactants are: [Br:1][C:2]1[CH:12]=[N:11][C:5]2[NH:6][CH2:7][CH2:8][NH:9][CH2:10][C:4]=2[CH:3]=1.[CH3:13][S:14](Cl)(=[O:16])=[O:15]. (5) Given the product [NH2:28][C:2]1[C:3]2[N:4]([C:8]([CH:12]3[CH2:17][CH2:16][N:15]([C:18]([O:20][CH2:21][C:22]4[CH:27]=[CH:26][CH:25]=[CH:24][CH:23]=4)=[O:19])[CH2:14][CH2:13]3)=[N:9][C:10]=2[I:11])[CH:5]=[CH:6][N:7]=1, predict the reactants needed to synthesize it. The reactants are: Cl[C:2]1[C:3]2[N:4]([C:8]([CH:12]3[CH2:17][CH2:16][N:15]([C:18]([O:20][CH2:21][C:22]4[CH:27]=[CH:26][CH:25]=[CH:24][CH:23]=4)=[O:19])[CH2:14][CH2:13]3)=[N:9][C:10]=2[I:11])[CH:5]=[CH:6][N:7]=1.[NH3:28]. (6) The reactants are: [NH:1]1[C:5]2=[N:6][CH:7]=[CH:8][CH:9]=[C:4]2[CH:3]=[N:2]1.C1C=C(Cl)C=C(C(OO)=[O:18])C=1. Given the product [NH:1]1[C:5]2=[N+:6]([O-:18])[CH:7]=[CH:8][CH:9]=[C:4]2[CH:3]=[N:2]1, predict the reactants needed to synthesize it. (7) Given the product [NH2:19][CH2:20][C:21]1[CH:22]=[CH:23][C:24]([CH2:27][C@H:28]([NH:32][C:33]([NH:58][CH2:57][C:54]2[CH:55]=[CH:56][C:51]([Cl:50])=[C:52]([Cl:61])[CH:53]=2)=[O:35])[C:29]([NH:11][C:8]2[CH:7]=[CH:6][C:5]([C:1]([CH3:4])([CH3:2])[CH3:3])=[CH:10][CH:9]=2)=[O:31])=[CH:25][CH:26]=1, predict the reactants needed to synthesize it. The reactants are: [C:1]([C:5]1[CH:10]=[CH:9][C:8]([NH2:11])=[CH:7][CH:6]=1)([CH3:4])([CH3:3])[CH3:2].C(OC([NH:19][CH2:20][C:21]1[CH:26]=[CH:25][C:24]([CH2:27][C@H:28]([NH:32][C:33]([O:35]CC2C3C=CC=CC=3C3C2=CC=CC=3)=O)[C:29]([OH:31])=O)=[CH:23][CH:22]=1)=O)(C)(C)C.[Cl:50][C:51]1[CH:56]=[CH:55][C:54]([CH2:57][N:58]=C=O)=[CH:53][C:52]=1[Cl:61]. (8) Given the product [CH:7]1([NH2:11])[C:8]2[C:4](=[CH:3][C:2]([NH2:1])=[CH:10][CH:9]=2)[CH2:5][CH2:6]1, predict the reactants needed to synthesize it. The reactants are: [NH2:1][C:2]1[CH:3]=[C:4]2[C:8](=[CH:9][CH:10]=1)[C:7](=[N:11]O)[CH2:6][CH2:5]2. (9) Given the product [O:2]1[CH2:7][CH2:6][O:5][CH2:4][CH:3]1[CH2:8][N:9]([CH3:10])[C:19](=[O:20])[O:18][CH2:17][C:14]1[CH:15]=[CH:16][CH:11]=[CH:12][CH:13]=1, predict the reactants needed to synthesize it. The reactants are: Cl.[O:2]1[CH2:7][CH2:6][O:5][CH2:4][CH:3]1[CH2:8][NH:9][CH3:10].[CH:11]1[CH:16]=[CH:15][C:14]([CH2:17][O:18][C:19](Cl)=[O:20])=[CH:13][CH:12]=1.C(N(CC)CC)C.